From a dataset of Human liver microsome stability data. Regression/Classification. Given a drug SMILES string, predict its absorption, distribution, metabolism, or excretion properties. Task type varies by dataset: regression for continuous measurements (e.g., permeability, clearance, half-life) or binary classification for categorical outcomes (e.g., BBB penetration, CYP inhibition). Dataset: hlm. (1) The compound is COc1cc(F)c2c(O)c3ccc(Nc4ccc(Cl)cc4)cc3nc2c1. The result is 0 (unstable in human liver microsomes). (2) The drug is Cn1c2c(c3ccc(-n4ccc(OCc5ccccc5)cc4=O)cc31)CCNC2. The result is 0 (unstable in human liver microsomes). (3) The drug is Cc1ccc2c(C(CC(F)(F)F)c3cccs3)c(-c3ccccc3)[nH]c2c1. The result is 0 (unstable in human liver microsomes). (4) The result is 1 (stable in human liver microsomes). The compound is Cc1cc(=O)oc2c3c(ccc12)NC(C)(C)[C@H](OC(=O)C12CCC(C)(C(=O)O1)C2(C)C)[C@@H]3OC(=O)C12CCC(C)(C(=O)O1)C2(C)C. (5) The molecule is CC1(NC(=O)Nc2ccc(F)cc2F)CCN(c2ncnc3c2nc(-c2ccccc2Cl)n3-c2ccc(Cl)cc2)CC1. The result is 0 (unstable in human liver microsomes). (6) The compound is O=C(N[C@@H](Cc1c[nH]c2ccccc12)C(=O)Nc1ccncc1)c1ccc2cc(Br)ccc2c1. The result is 1 (stable in human liver microsomes).